From a dataset of Peptide-MHC class I binding affinity with 185,985 pairs from IEDB/IMGT. Regression. Given a peptide amino acid sequence and an MHC pseudo amino acid sequence, predict their binding affinity value. This is MHC class I binding data. (1) The peptide sequence is YTFFFTQYF. The MHC is HLA-A30:01 with pseudo-sequence HLA-A30:01. The binding affinity (normalized) is 0.363. (2) The peptide sequence is QMRVRYYGL. The MHC is HLA-B46:01 with pseudo-sequence HLA-B46:01. The binding affinity (normalized) is 0.0847. (3) The peptide sequence is SMELPSFGV. The MHC is HLA-B08:01 with pseudo-sequence HLA-B08:01. The binding affinity (normalized) is 0.0847. (4) The peptide sequence is TTTLFLHLV. The MHC is Mamu-A01 with pseudo-sequence Mamu-A01. The binding affinity (normalized) is 0.665. (5) The peptide sequence is KLQARNIQK. The MHC is HLA-A11:01 with pseudo-sequence HLA-A11:01. The binding affinity (normalized) is 0.734. (6) The peptide sequence is LDIGDAYF. The MHC is Mamu-B01 with pseudo-sequence Mamu-B01. The binding affinity (normalized) is 0.151.